From a dataset of Reaction yield outcomes from USPTO patents with 853,638 reactions. Predict the reaction yield, written as a fraction of the theoretical maximum amount of product (1.0 means a 100% yield; for example, 0.34 means a 34% yield). (1) The catalyst is CC(C)=O.C(OCC)(=O)C. The yield is 0.360. The reactants are Cl[CH2:2][C:3]([C:5]1[C:6]([F:17])=[CH:7][N:8]=[C:9]2[C:14]=1[N:13]=[C:12]([O:15]C)[CH:11]=[CH:10]2)=[CH2:4].[I-].[Na+]. The product is [F:17][C:6]1[CH:7]=[N:8][C:9]2[CH:10]=[CH:11][C:12](=[O:15])[N:13]3[CH2:2][C:3](=[CH2:4])[C:5]=1[C:14]=23. (2) The reactants are [NH2:1][C:2]1[CH:6]=[CH:5][NH:4][C:3]=1[C:7]([O:9][CH2:10][CH3:11])=[O:8].C(N(CC)CC)C.[F:19][C:20]1[CH:25]=[CH:24][C:23]([CH2:26][C:27](Cl)=[O:28])=[CH:22][CH:21]=1. The catalyst is C(Cl)Cl. The product is [F:19][C:20]1[CH:25]=[CH:24][C:23]([CH2:26][C:27]([NH:1][C:2]2[CH:6]=[CH:5][NH:4][C:3]=2[C:7]([O:9][CH2:10][CH3:11])=[O:8])=[O:28])=[CH:22][CH:21]=1. The yield is 1.16. (3) The reactants are Cl[C:2]1[C:7]([CH3:8])=[C:6]([C:9]2[C:10]([CH3:15])=[N:11][O:12][C:13]=2[CH3:14])[N:5]=[C:4]([C:16]2[CH:17]=[C:18]([OH:26])[CH:19]=[CH:20][C:21]=2[C:22]([F:25])([F:24])[F:23])[N:3]=1.Cl.[NH2:28][CH:29]1[CH2:34][CH2:33][N:32]([C:35]([O:37][CH3:38])=[O:36])[CH2:31][CH2:30]1. The catalyst is CS(C)=O.O. The product is [CH3:15][C:10]1[C:9]([C:6]2[N:5]=[C:4]([C:16]3[CH:17]=[C:18]([OH:26])[CH:19]=[CH:20][C:21]=3[C:22]([F:25])([F:24])[F:23])[N:3]=[C:2]([NH:28][CH:29]3[CH2:30][CH2:31][N:32]([C:35]([O:37][CH3:38])=[O:36])[CH2:33][CH2:34]3)[C:7]=2[CH3:8])=[C:13]([CH3:14])[O:12][N:11]=1. The yield is 0.340. (4) The reactants are [Cl:1][C:2]1[C:3]([CH3:21])=[CH:4][C:5]([NH:8][C:9]2[O:10][C@:11]3([CH2:19][N:20]=2)[CH:16]2[CH2:17][CH2:18][N:13]([CH2:14][CH2:15]2)[CH2:12]3)=[N:6][CH:7]=1.C1C=C(Cl)C=C(C(OO)=[O:30])C=1. The catalyst is C1COCC1. The product is [Cl:1][C:2]1[C:3]([CH3:21])=[CH:4][C:5]([NH:8][C:9]2[O:10][C@:11]3([CH2:19][N:20]=2)[CH:16]2[CH2:17][CH2:18][N+:13]([O-:30])([CH2:14][CH2:15]2)[CH2:12]3)=[N:6][CH:7]=1. The yield is 0.440. (5) The reactants are [O:1]1[CH2:26][CH:2]1[CH2:3][O:4][C:5]1[CH:14]=[C:13]2[C:8]([C:9](=[O:23])[N:10]([CH2:15][O:16][C:17](=[O:22])[C:18]([CH3:21])([CH3:20])[CH3:19])[CH:11]=[N:12]2)=[CH:7][C:6]=1[O:24][CH3:25].[CH3:27][N:28]1[CH2:33][CH2:32][NH:31][CH2:30][CH2:29]1. The catalyst is C(Cl)(Cl)Cl. The product is [OH:1][CH:2]([CH2:26][N:31]1[CH2:32][CH2:33][N:28]([CH3:27])[CH2:29][CH2:30]1)[CH2:3][O:4][C:5]1[CH:14]=[C:13]2[C:8]([C:9](=[O:23])[N:10]([CH2:15][O:16][C:17](=[O:22])[C:18]([CH3:20])([CH3:19])[CH3:21])[CH:11]=[N:12]2)=[CH:7][C:6]=1[O:24][CH3:25]. The yield is 0.750.